Dataset: Forward reaction prediction with 1.9M reactions from USPTO patents (1976-2016). Task: Predict the product of the given reaction. (1) Given the reactants [CH3:1][O:2][C:3](=[O:22])[C:4]1[CH:9]=[CH:8][CH:7]=[C:6]([CH:10]2[C:15]([CH3:17])([CH3:16])[O:14][C:13](OC)=[N:12][S:11]2(=[O:21])=[O:20])[CH:5]=1.[F:23][C:24]1[CH:29]=[CH:28][CH:27]=[CH:26][C:25]=1[C@@H:30]([NH2:32])[CH3:31], predict the reaction product. The product is: [CH3:1][O:2][C:3](=[O:22])[C:4]1[CH:9]=[CH:8][CH:7]=[C:6]([CH:10]2[C:15]([CH3:17])([CH3:16])[O:14][C:13]([NH:32][C@H:30]([C:25]3[CH:26]=[CH:27][CH:28]=[CH:29][C:24]=3[F:23])[CH3:31])=[N:12][S:11]2(=[O:21])=[O:20])[CH:5]=1. (2) The product is: [F:26][C:22]1[CH:23]=[CH:24][CH:25]=[C:2]([F:1])[C:3]=1[CH2:4][O:5][C:6]1[C:7]2[N:8]([C:13]([C:17]([NH:28][NH2:29])=[O:19])=[C:14]([CH3:16])[N:15]=2)[CH:9]=[C:10]([CH3:12])[CH:11]=1. Given the reactants [F:1][C:2]1[CH:25]=[CH:24][CH:23]=[C:22]([F:26])[C:3]=1[CH2:4][O:5][C:6]1[C:7]2[N:8]([C:13]([C:17]([O:19]CC)=O)=[C:14]([CH3:16])[N:15]=2)[CH:9]=[C:10]([CH3:12])[CH:11]=1.O.[NH2:28][NH2:29].O, predict the reaction product. (3) Given the reactants [C:1]1([CH:8]=[CH:7][CH:6]=[C:4]([OH:5])C=1)[OH:2].[OH-].[Na+].C1C=C(C=O)OC=1.[C:18]1([CH:25]=[CH:24][CH:23]=[C:21]([OH:22])[CH:20]=1)[OH:19].O, predict the reaction product. The product is: [CH:8]1[CH:7]=[C:6]([CH:4]=[O:5])[O:2][CH:1]=1.[C:18]1([CH:25]=[CH:24][CH:23]=[C:21]([OH:22])[CH:20]=1)[OH:19]. (4) Given the reactants [C:1]([C:4]1[CH:8]=[C:7]([C:9]([OH:11])=O)[NH:6][N:5]=1)(=[O:3])[CH3:2].CN(C(ON1N=NC2C=CC=NC1=2)=[N+](C)C)C.F[P-](F)(F)(F)(F)F.CCN(C(C)C)C(C)C.CN(C=O)C.[CH2:50]([O:52][C:53](=[O:73])[C@H:54]([OH:72])[CH2:55][C@H:56]([NH2:71])[CH2:57][C:58]1[CH:63]=[CH:62][C:61]([C:64]2[CH:69]=[CH:68][CH:67]=[C:66]([Cl:70])[CH:65]=2)=[CH:60][CH:59]=1)[CH3:51], predict the reaction product. The product is: [CH2:50]([O:52][C:53](=[O:73])[C@H:54]([OH:72])[CH2:55][C@H:56]([NH:71][C:9]([C:7]1[CH:8]=[C:4]([C:1](=[O:3])[CH3:2])[NH:5][N:6]=1)=[O:11])[CH2:57][C:58]1[CH:63]=[CH:62][C:61]([C:64]2[CH:69]=[CH:68][CH:67]=[C:66]([Cl:70])[CH:65]=2)=[CH:60][CH:59]=1)[CH3:51]. (5) Given the reactants [CH2:1]1[C:14]2[C:13]3[CH:12]=[CH:11][CH:10]=[CH:9][C:8]=3[NH:7][C:6]=2[CH2:5][CH2:4][N:3]([C:15]([O:17][C:18]([CH3:21])([CH3:20])[CH3:19])=[O:16])[CH2:2]1.CN(C)C=O.[H-].[Na+].Br[CH2:30][C:31]([O:33][CH2:34][CH3:35])=[O:32], predict the reaction product. The product is: [CH2:34]([O:33][C:31](=[O:32])[CH2:30][N:7]1[C:8]2[CH:9]=[CH:10][CH:11]=[CH:12][C:13]=2[C:14]2[CH2:1][CH2:2][N:3]([C:15]([O:17][C:18]([CH3:21])([CH3:20])[CH3:19])=[O:16])[CH2:4][CH2:5][C:6]1=2)[CH3:35].